From a dataset of TCR-epitope binding with 47,182 pairs between 192 epitopes and 23,139 TCRs. Binary Classification. Given a T-cell receptor sequence (or CDR3 region) and an epitope sequence, predict whether binding occurs between them. The epitope is EILDITPCSF. The TCR CDR3 sequence is CASRRSGAPYEQYF. Result: 0 (the TCR does not bind to the epitope).